Dataset: Full USPTO retrosynthesis dataset with 1.9M reactions from patents (1976-2016). Task: Predict the reactants needed to synthesize the given product. (1) Given the product [C:1]([O:5][C:6]([N:8]1[CH2:13][CH2:12][CH2:11][C@@H:10]([N:14]([C:15]2[C:20]([CH3:21])=[CH:19][CH:18]=[CH:17][N+:16]=2[O-:22])[C:36](=[O:37])[C:35]2[CH:34]=[CH:33][C:32]([C:25]3[CH:24]=[N:23][N:27]4[CH:28]=[CH:29][CH:30]=[N:31][C:26]=34)=[CH:40][CH:39]=2)[CH2:9]1)=[O:7])([CH3:4])([CH3:3])[CH3:2], predict the reactants needed to synthesize it. The reactants are: [C:1]([O:5][C:6]([N:8]1[CH2:13][CH2:12][CH2:11][C@@H:10]([NH:14][C:15]2[C:20]([CH3:21])=[CH:19][CH:18]=[CH:17][N+:16]=2[O-:22])[CH2:9]1)=[O:7])([CH3:4])([CH3:3])[CH3:2].[N:23]1[N:27]2[CH:28]=[CH:29][CH:30]=[N:31][C:26]2=[C:25]([C:32]2[CH:40]=[CH:39][C:35]([C:36](O)=[O:37])=[CH:34][CH:33]=2)[CH:24]=1.CN(C(ON1N=NC2C=CC=NC1=2)=[N+](C)C)C.F[P-](F)(F)(F)(F)F.C(N(C(C)C)CC)(C)C. (2) Given the product [CH2:8]([O:7][C:5]([CH:4]1[CH2:3][CH2:2][N:1]([CH2:21][CH2:20][O:19][CH3:18])[CH2:11][CH2:10]1)=[O:6])[CH3:9], predict the reactants needed to synthesize it. The reactants are: [NH:1]1[CH2:11][CH2:10][CH:4]([C:5]([O:7][CH2:8][CH3:9])=[O:6])[CH2:3][CH2:2]1.C(=O)([O-])[O-].[K+].[K+].[CH3:18][O:19][CH2:20][CH2:21]Br.